This data is from Peptide-MHC class I binding affinity with 185,985 pairs from IEDB/IMGT. The task is: Regression. Given a peptide amino acid sequence and an MHC pseudo amino acid sequence, predict their binding affinity value. This is MHC class I binding data. (1) The peptide sequence is VMDTLNGIMM. The MHC is HLA-A68:02 with pseudo-sequence HLA-A68:02. The binding affinity (normalized) is 0.183. (2) The peptide sequence is LPNVDLTTM. The MHC is HLA-B35:01 with pseudo-sequence HLA-B35:01. The binding affinity (normalized) is 1.00.